From a dataset of Reaction yield outcomes from USPTO patents with 853,638 reactions. Predict the reaction yield, written as a fraction of the theoretical maximum amount of product (1.0 means a 100% yield; for example, 0.34 means a 34% yield). The reactants are [C:1]1([OH:7])[CH:6]=[CH:5][CH:4]=[CH:3][CH:2]=1.[CH2:8](Br)[C:9]#[CH:10].C(=O)([O-])[O-].[K+].[K+]. The catalyst is CN(C=O)C.O. The product is [CH2:10]([O:7][C:1]1[CH:6]=[CH:5][CH:4]=[CH:3][CH:2]=1)[C:9]#[CH:8]. The yield is 0.840.